Dataset: Full USPTO retrosynthesis dataset with 1.9M reactions from patents (1976-2016). Task: Predict the reactants needed to synthesize the given product. Given the product [S:27]([C:31]1[CH:32]=[C:33]([NH:37][C:12]([C:11]2[CH:10]=[N:9][N:8]3[C:3]([CH:2]([F:1])[F:26])=[CH:4][C:5]([C:15]4[CH:20]=[CH:19][C:18]([C:21]([F:24])([F:23])[F:22])=[C:17]([CH3:25])[CH:16]=4)=[N:6][C:7]=23)=[O:14])[CH:34]=[CH:35][CH:36]=1)(=[O:29])(=[O:30])[NH2:28], predict the reactants needed to synthesize it. The reactants are: [F:1][CH:2]([F:26])[C:3]1[N:8]2[N:9]=[CH:10][C:11]([C:12]([OH:14])=O)=[C:7]2[N:6]=[C:5]([C:15]2[CH:20]=[CH:19][C:18]([C:21]([F:24])([F:23])[F:22])=[C:17]([CH3:25])[CH:16]=2)[CH:4]=1.[S:27]([C:31]1[CH:32]=[C:33]([NH2:37])[CH:34]=[CH:35][CH:36]=1)(=[O:30])(=[O:29])[NH2:28].